Dataset: Reaction yield outcomes from USPTO patents with 853,638 reactions. Task: Predict the reaction yield, written as a fraction of the theoretical maximum amount of product (1.0 means a 100% yield; for example, 0.34 means a 34% yield). The reactants are [NH:1]1[CH2:5][CH2:4][C@@H:3]([N:6]2[CH:10]=[C:9]([O:11][C:12]3[N:13]=[C:14]([OH:22])[C:15]4[CH:21]=[CH:20][N:19]=[CH:18][C:16]=4[N:17]=3)[CH:8]=[N:7]2)[CH2:2]1.[C:23](Cl)(=[O:25])[CH3:24]. No catalyst specified. The product is [OH:22][C:14]1[C:15]2[CH:21]=[CH:20][N:19]=[CH:18][C:16]=2[N:17]=[C:12]([O:11][C:9]2[CH:8]=[N:7][N:6]([C@@H:3]3[CH2:4][CH2:5][N:1]([C:23](=[O:25])[CH3:24])[CH2:2]3)[CH:10]=2)[N:13]=1. The yield is 0.350.